Dataset: Full USPTO retrosynthesis dataset with 1.9M reactions from patents (1976-2016). Task: Predict the reactants needed to synthesize the given product. (1) Given the product [NH2:39][C:36]1[CH:37]=[CH:38][C:33]([CH2:32][NH:21][C:22]2[CH:27]=[CH:26][C:25](/[CH:28]=[CH:13]/[C:4]3[O:3][C:2]([CH3:1])=[CH:7][C:6](=[C:8]([C:11]#[N:12])[C:9]#[N:10])[CH:5]=3)=[CH:24][C:23]=2[O:30][CH3:31])=[CH:34][CH:35]=1, predict the reactants needed to synthesize it. The reactants are: [CH3:1][C:2]1[O:3][C:4]([CH3:13])=[CH:5][C:6](=[C:8]([C:11]#[N:12])[C:9]#[N:10])[CH:7]=1.C(OC([N:21]([CH2:32][C:33]1[CH:38]=[CH:37][C:36]([NH:39]C(=O)OC(C)(C)C)=[CH:35][CH:34]=1)[C:22]1[CH:27]=[CH:26][C:25]([CH:28]=O)=[CH:24][C:23]=1[O:30][CH3:31])=O)(C)(C)C.N1CCCCC1. (2) Given the product [CH:1]1([CH2:7][CH:8]2[O:12][C:11](=[O:13])[CH:10]=[C:9]2[OH:14])[CH2:2][CH2:3][CH2:4][CH2:5][CH2:6]1, predict the reactants needed to synthesize it. The reactants are: [CH:1]1([CH2:7][CH:8]2[O:12][C:11](=[O:13])[CH:10]=[C:9]2[O:14]C)[CH2:6][CH2:5][CH2:4][CH2:3][CH2:2]1.Cl. (3) Given the product [CH:1]1([C:6]2[NH:11][C:10](=[O:12])[C:9]3=[C:13]([CH2:14][CH3:15])[N:16]=[C:17]([CH:19]4[CH2:21][CH:20]4[CH3:22])[N:8]3[N:7]=2)[CH2:5][CH2:4][CH2:3][CH2:2]1, predict the reactants needed to synthesize it. The reactants are: [CH:1]1([C:6]2[NH:11][C:10](=[O:12])[C:9]([CH:13]([NH:16][C:17]([CH:19]3[CH2:21][CH:20]3[CH3:22])=O)[CH2:14][CH3:15])=[N:8][N:7]=2)[CH2:5][CH2:4][CH2:3][CH2:2]1.P(Cl)(Cl)(Cl)=O. (4) Given the product [CH3:1][N:2]([CH2:13][C:14]1[N:18]([CH2:19][C@H:20]2[CH2:25][CH2:24][CH2:23][N:22]([CH2:36][C:31]3[CH:32]=[CH:33][CH:34]=[CH:35][N:30]=3)[CH2:21]2)[C:17]2[CH:26]=[CH:27][CH:28]=[CH:29][C:16]=2[N:15]=1)[C@@H:3]1[C:12]2[N:11]=[CH:10][CH:9]=[CH:8][C:7]=2[CH2:6][CH2:5][CH2:4]1, predict the reactants needed to synthesize it. The reactants are: [CH3:1][N:2]([CH2:13][C:14]1[N:18]([CH2:19][C@H:20]2[CH2:25][CH2:24][CH2:23][NH:22][CH2:21]2)[C:17]2[CH:26]=[CH:27][CH:28]=[CH:29][C:16]=2[N:15]=1)[C@@H:3]1[C:12]2[N:11]=[CH:10][CH:9]=[CH:8][C:7]=2[CH2:6][CH2:5][CH2:4]1.[N:30]1[CH:35]=[CH:34][CH:33]=[CH:32][C:31]=1[CH:36]=O.C(O)(=O)C.[BH-](OC(C)=O)(OC(C)=O)OC(C)=O.[Na+].C([O-])([O-])=O.[Na+].[Na+]. (5) Given the product [OH:3][NH:38][C:39]([C:24]1([CH2:23][S:20]([N:17]2[CH2:18][CH2:19][CH:14]([O:13][C:12]3[CH:11]=[CH:10][C:9]([C:8]([F:7])([F:36])[F:35])=[CH:34][CH:33]=3)[CH2:15][CH2:16]2)(=[O:21])=[O:22])[CH2:25][CH2:26][O:27][CH2:28][CH2:29]1)=[O:40], predict the reactants needed to synthesize it. The reactants are: C(Cl)(=O)C(Cl)=[O:3].[F:7][C:8]([F:36])([F:35])[C:9]1[CH:34]=[CH:33][C:12]([O:13][CH:14]2[CH2:19][CH2:18][N:17]([S:20]([CH2:23][C:24]3(C(O)=O)[CH2:29][CH2:28][O:27][CH2:26][CH2:25]3)(=[O:22])=[O:21])[CH2:16][CH2:15]2)=[CH:11][CH:10]=1.C[N:38](C)[CH:39]=[O:40]. (6) Given the product [C:1]([O:5][C:6]([NH:8][CH2:9][C:10]1[CH:11]=[CH:12][C:13]([NH:16][C:17]2[N:22]=[C:21]([CH2:23][CH2:24][C:25]3[CH:30]=[CH:29][CH:28]=[CH:27][C:26]=3[CH2:31][C:32]([O:34][CH3:35])=[O:33])[C:20]([C:36]([F:38])([F:39])[F:37])=[CH:19][N:18]=2)=[CH:14][CH:15]=1)=[O:7])([CH3:4])([CH3:2])[CH3:3], predict the reactants needed to synthesize it. The reactants are: [C:1]([O:5][C:6]([NH:8][CH2:9][C:10]1[CH:15]=[CH:14][C:13]([NH:16][C:17]2[N:22]=[C:21]([C:23]#[C:24][C:25]3[CH:30]=[CH:29][CH:28]=[CH:27][C:26]=3[CH2:31][C:32]([O:34][CH3:35])=[O:33])[C:20]([C:36]([F:39])([F:38])[F:37])=[CH:19][N:18]=2)=[CH:12][CH:11]=1)=[O:7])([CH3:4])([CH3:3])[CH3:2]. (7) Given the product [CH3:1][O:2][C:3](=[O:14])[CH2:4][CH2:5][C:6]1[CH:11]=[CH:10][C:9]([O:12][CH:29]([CH3:30])[CH2:28][CH2:27][CH2:26][O:25][C:24]2[CH:36]=[CH:37][C:38]([CH2:40][CH3:41])=[CH:39][C:23]=2[C:15](=[O:22])[C:16]2[CH:17]=[CH:18][CH:19]=[CH:20][CH:21]=2)=[CH:8][C:7]=1[CH3:13], predict the reactants needed to synthesize it. The reactants are: [CH3:1][O:2][C:3](=[O:14])[CH2:4][CH2:5][C:6]1[CH:11]=[CH:10][C:9]([OH:12])=[CH:8][C:7]=1[CH3:13].[C:15]([C:23]1[CH:39]=[C:38]([CH2:40][CH3:41])[CH:37]=[CH:36][C:24]=1[O:25][CH2:26][CH2:27][CH2:28][CH:29](OS(C)(=O)=O)[CH3:30])(=[O:22])[C:16]1[CH:21]=[CH:20][CH:19]=[CH:18][CH:17]=1.C(=O)([O-])[O-].[Cs+].[Cs+].